This data is from Catalyst prediction with 721,799 reactions and 888 catalyst types from USPTO. The task is: Predict which catalyst facilitates the given reaction. Reactant: [C:1]([O:6][C:7]1[CH:15]=[CH:14][C:10]([C:11](Cl)=[O:12])=[CH:9][CH:8]=1)(=[O:5])[C:2]([CH3:4])=[CH2:3].[OH:16][CH:17]([C:25]([F:28])([F:27])[F:26])[C:18]([F:24])([F:23])[S:19]([O-:22])(=[O:21])=[O:20].[C:29]1([S+:35]([C:42]2[CH:47]=[CH:46][CH:45]=[CH:44][CH:43]=2)[C:36]2[CH:41]=[CH:40][CH:39]=[CH:38][CH:37]=2)[CH:34]=[CH:33][CH:32]=[CH:31][CH:30]=1.C(N(CC)CC)C.Cl. Product: [F:24][C:18]([F:23])([S:19]([O-:22])(=[O:21])=[O:20])[CH:17]([O:16][C:11](=[O:12])[C:10]1[CH:9]=[CH:8][C:7]([O:6][C:1](=[O:5])[C:2]([CH3:4])=[CH2:3])=[CH:15][CH:14]=1)[C:25]([F:28])([F:26])[F:27].[C:42]1([S+:35]([C:29]2[CH:30]=[CH:31][CH:32]=[CH:33][CH:34]=2)[C:36]2[CH:41]=[CH:40][CH:39]=[CH:38][CH:37]=2)[CH:43]=[CH:44][CH:45]=[CH:46][CH:47]=1. The catalyst class is: 2.